Predict which catalyst facilitates the given reaction. From a dataset of Catalyst prediction with 721,799 reactions and 888 catalyst types from USPTO. Reactant: Cl.[CH3:2][O:3][C:4]([CH:6]1[CH2:10][CH2:9][NH:8][CH2:7]1)=[O:5].[N:11]1([S:16]([C:19]2[CH:20]=[C:21]([CH:24]=[CH:25][CH:26]=2)[CH:22]=O)(=[O:18])=[O:17])[CH2:15][CH2:14][CH2:13][CH2:12]1.C(O[BH-](OC(=O)C)OC(=O)C)(=O)C.[Na+]. Product: [CH3:2][O:3][C:4]([CH:6]1[CH2:10][CH2:9][N:8]([CH2:22][C:21]2[CH:24]=[CH:25][CH:26]=[C:19]([S:16]([N:11]3[CH2:15][CH2:14][CH2:13][CH2:12]3)(=[O:18])=[O:17])[CH:20]=2)[CH2:7]1)=[O:5]. The catalyst class is: 756.